This data is from Full USPTO retrosynthesis dataset with 1.9M reactions from patents (1976-2016). The task is: Predict the reactants needed to synthesize the given product. (1) The reactants are: CON(C)[C:4]([C:6]1[O:7][C:8]([C:11]2[CH:16]=[CH:15][CH:14]=[CH:13][CH:12]=2)=[CH:9][CH:10]=1)=[O:5].[CH3:18][O:19][C:20]1[CH:21]=[C:22]([Mg]Br)[CH:23]=[C:24]([O:28][CH3:29])[C:25]=1[O:26][CH3:27]. Given the product [C:11]1([C:8]2[O:7][C:6]([C:4]([C:22]3[CH:23]=[C:24]([O:28][CH3:29])[C:25]([O:26][CH3:27])=[C:20]([O:19][CH3:18])[CH:21]=3)=[O:5])=[CH:10][CH:9]=2)[CH:12]=[CH:13][CH:14]=[CH:15][CH:16]=1, predict the reactants needed to synthesize it. (2) Given the product [C:1]([C:4]1[CH:9]=[CH:8][C:7]([NH:10][C:11]2[N:16]=[C:15]([Cl:17])[C:14]([C:18]([F:21])([F:20])[F:19])=[CH:13][N:12]=2)=[C:6]([Br:24])[CH:5]=1)([OH:3])=[O:2], predict the reactants needed to synthesize it. The reactants are: [C:1]([C:4]1[CH:9]=[CH:8][C:7]([NH:10][C:11]2[N:16]=[C:15]([Cl:17])[C:14]([C:18]([F:21])([F:20])[F:19])=[CH:13][N:12]=2)=[C:6](OC)[CH:5]=1)([OH:3])=[O:2].[Br:24]N1C(=O)CCC1=O. (3) Given the product [CH3:16][O:15][CH2:14][CH2:13][O:12][C:9]1[CH:10]=[C:11]2[C:2]([NH:22][C:23]3[CH:28]=[CH:27][CH:26]=[C:25]([C:29]#[CH:30])[CH:24]=3)=[N:3][CH:4]=[N:5][C:6]2=[CH:7][C:8]=1[O:17][CH2:18][CH2:19][O:20][CH3:21].[ClH:1], predict the reactants needed to synthesize it. The reactants are: [Cl:1][C:2]1[C:11]2[C:6](=[CH:7][C:8]([O:17][CH2:18][CH2:19][O:20][CH3:21])=[C:9]([O:12][CH2:13][CH2:14][O:15][CH3:16])[CH:10]=2)[N:5]=[CH:4][N:3]=1.[NH2:22][C:23]1[CH:24]=[C:25]([C:29]#[CH:30])[CH:26]=[CH:27][CH:28]=1.C(O)(=O)C(C(C(O)=O)O)O. (4) Given the product [Cl:3][C@H:4]1[C@H:8]([CH2:9][CH2:10][CH2:11][C:12]2[S:16][C:15]([C:17]([OH:19])=[O:18])=[CH:14][CH:13]=2)[C@@H:7](/[CH:21]=[CH:22]/[C@@H:23]([OH:30])[CH2:24][CH:25]([OH:29])[CH2:26][CH2:27][CH3:28])[C@H:6]([OH:31])[CH2:5]1, predict the reactants needed to synthesize it. The reactants are: [OH-].[Li+].[Cl:3][C@H:4]1[C@H:8]([CH2:9][CH2:10][CH2:11][C:12]2[S:16][C:15]([C:17]([O:19]C)=[O:18])=[CH:14][CH:13]=2)[C@@H:7](/[CH:21]=[CH:22]/[C@@H:23]([OH:30])[CH2:24][CH:25]([OH:29])[CH2:26][CH2:27][CH3:28])[C@H:6]([OH:31])[CH2:5]1.Cl. (5) Given the product [CH:24]([C:23]1[C:22]([OH:21])=[CH:29][C:28]([O:30][CH3:31])=[C:27]([C:2]2[N:7]=[N:6][C:5]([N:8]3[CH2:13][CH2:12][N:11]([C:14]([O:16][C:17]([CH3:20])([CH3:19])[CH3:18])=[O:15])[CH2:10][CH2:9]3)=[CH:4][CH:3]=2)[CH:26]=1)=[O:25], predict the reactants needed to synthesize it. The reactants are: Cl[C:2]1[N:7]=[N:6][C:5]([N:8]2[CH2:13][CH2:12][N:11]([C:14]([O:16][C:17]([CH3:20])([CH3:19])[CH3:18])=[O:15])[CH2:10][CH2:9]2)=[CH:4][CH:3]=1.[OH:21][C:22]1[CH:29]=[C:28]([O:30][CH3:31])[C:27](B2OC(C)(C)C(C)(C)O2)=[CH:26][C:23]=1[CH:24]=[O:25]. (6) Given the product [NH:6]1[C:5]2[CH:9]=[CH:10][C:2]([N:1]3[CH:19]([C:18]4[CH:21]=[CH:22][C:15]([O:14][CH2:11][CH2:12][CH3:13])=[CH:16][CH:17]=4)[CH2:30][NH:29][C:34]3=[O:35])=[CH:3][C:4]=2[N:8]=[CH:7]1, predict the reactants needed to synthesize it. The reactants are: [NH2:1][C:2]1[CH:10]=[CH:9][C:5]2[N:6]=[CH:7][NH:8][C:4]=2[CH:3]=1.[CH2:11]([O:14][C:15]1[CH:22]=[CH:21][C:18]([CH:19]=O)=[CH:17][CH:16]=1)[CH2:12][CH3:13].[Si](C#N)(C)(C)C.[N:29]1([C:34](N2C=CN=C2)=[O:35])C=CN=[CH:30]1. (7) Given the product [C:4]([N:25]1[CH2:26][CH2:27][O:28][CH:23]([C:17]2[C:18]([CH:20]3[CH2:22][CH2:21]3)=[N:19][C:12]([N:9]3[CH2:10][CH2:11][N:6]([C:4]([CH:1]4[CH2:3][CH2:2]4)=[O:5])[C@H:7]([CH3:29])[CH2:8]3)=[C:13]([CH:16]=2)[C:14]#[N:15])[CH2:24]1)(=[O:5])[CH:1]=[CH2:2], predict the reactants needed to synthesize it. The reactants are: [CH:1]1([C:4]([N:6]2[CH2:11][CH2:10][N:9]([C:12]3[N:19]=[C:18]([CH:20]4[CH2:22][CH2:21]4)[C:17]([CH:23]4[O:28][CH2:27][CH2:26][NH:25][CH2:24]4)=[CH:16][C:13]=3[C:14]#[N:15])[CH2:8][C@H:7]2[CH3:29])=[O:5])[CH2:3][CH2:2]1.